Dataset: Cav3 T-type calcium channel HTS with 100,875 compounds. Task: Binary Classification. Given a drug SMILES string, predict its activity (active/inactive) in a high-throughput screening assay against a specified biological target. The compound is S(=O)(=O)(NCC1OCCC1)Cc1ccccc1. The result is 0 (inactive).